Dataset: TCR-epitope binding with 47,182 pairs between 192 epitopes and 23,139 TCRs. Task: Binary Classification. Given a T-cell receptor sequence (or CDR3 region) and an epitope sequence, predict whether binding occurs between them. (1) The epitope is RAKFKQLL. The TCR CDR3 sequence is CSAEGPSTLSYNEQFF. Result: 1 (the TCR binds to the epitope). (2) The epitope is IQYIDIGNY. The TCR CDR3 sequence is CASSLSGTWGEGYTF. Result: 0 (the TCR does not bind to the epitope). (3) The epitope is RLRAEAQVK. The TCR CDR3 sequence is CASSQEGGFTDTQYF. Result: 1 (the TCR binds to the epitope). (4) The epitope is PKYVKQNTLKLAT. The TCR CDR3 sequence is CASSHKTEQETQYF. Result: 0 (the TCR does not bind to the epitope). (5) The epitope is GTSGSPIINR. The TCR CDR3 sequence is CASSLGVNTEAFF. Result: 0 (the TCR does not bind to the epitope). (6) The epitope is PKYVKQNTLKLAT. The TCR CDR3 sequence is CASSWRGGIQGVAGELFF. Result: 1 (the TCR binds to the epitope).